Dataset: Reaction yield outcomes from USPTO patents with 853,638 reactions. Task: Predict the reaction yield, written as a fraction of the theoretical maximum amount of product (1.0 means a 100% yield; for example, 0.34 means a 34% yield). (1) The reactants are C[O:2][C:3]([C:5]1[CH:6]=[C:7]2[C:15](=[CH:16][CH:17]=1)[NH:14][C:13]1[C:12](=[O:18])[NH:11][CH2:10][C:9]([CH3:20])([CH3:19])[C:8]2=1)=[O:4].O[Li].O.C1COCC1.O. The catalyst is CO. The product is [CH3:19][C:9]1([CH3:20])[C:8]2[C:7]3[C:15](=[CH:16][CH:17]=[C:5]([C:3]([OH:4])=[O:2])[CH:6]=3)[NH:14][C:13]=2[C:12](=[O:18])[NH:11][CH2:10]1. The yield is 0.890. (2) The reactants are [F:1][C:2]1[CH:3]=[C:4]([S:8](Cl)(=[O:10])=[O:9])[CH:5]=[CH:6][CH:7]=1.[NH2:12][C:13]1[CH:19]=[CH:18][C:17]([N:20]2[CH2:25][CH2:24][N:23]([CH3:26])[CH2:22][CH2:21]2)=[CH:16][C:14]=1[NH2:15].N1C=CC=CC=1. The catalyst is C(Cl)Cl. The product is [F:1][C:2]1[CH:3]=[C:4]([S:8]([NH:12][C:13]2[CH:19]=[CH:18][C:17]([N:20]3[CH2:21][CH2:22][N:23]([CH3:26])[CH2:24][CH2:25]3)=[CH:16][C:14]=2[NH2:15])(=[O:10])=[O:9])[CH:5]=[CH:6][CH:7]=1. The yield is 0.570. (3) The reactants are [CH:1]([C:3]1[CH:8]=[CH:7][C:6]([N:9]2[CH:13]=[N:12][CH:11]=[N:10]2)=[CH:5][CH:4]=1)=[CH2:2].[Li][CH2:15]CCC.CI. The catalyst is C1COCC1. The product is [CH3:15][C:13]1[N:9]([C:6]2[CH:5]=[CH:4][C:3]([CH:1]=[CH2:2])=[CH:8][CH:7]=2)[N:10]=[CH:11][N:12]=1. The yield is 0.460. (4) The reactants are [NH2:1][C:2]1[N:7]=[C:6]([C@:8]2([CH3:40])[C:13]([F:15])([F:14])[CH2:12][O:11][C:10]([NH:16][C:17]([C:32]3[CH:37]=[CH:36][C:35](OC)=[CH:34][CH:33]=3)([C:24]3[CH:29]=[CH:28][C:27]([O:30][CH3:31])=[CH:26][CH:25]=3)[C:18]3[CH:23]=[CH:22][CH:21]=[CH:20][CH:19]=3)=[N:9]2)[C:5]([F:41])=[CH:4][CH:3]=1.[Cl:42][C:43]1[C:44]([C:53]([OH:55])=O)=[N:45][CH:46]=[C:47]([C:49]([F:52])([F:51])[F:50])[CH:48]=1.C1C=NC2N(O)N=NC=2C=1.Cl.CN([CH:70]=[O:71])C. The catalyst is C(OCC)(=O)C.C(Cl)CCl. The product is [F:15][C:13]1([F:14])[CH2:12][O:11][C:10]([NH:16][C:17]([C:24]2[CH:25]=[CH:26][C:27]([O:30][CH3:31])=[CH:28][CH:29]=2)([C:32]2[CH:37]=[CH:36][CH:35]=[C:34]([O:71][CH3:70])[CH:33]=2)[C:18]2[CH:19]=[CH:20][CH:21]=[CH:22][CH:23]=2)=[N:9][C@@:8]1([C:6]1[N:7]=[C:2]([NH:1][C:53]([C:44]2[C:43]([Cl:42])=[CH:48][C:47]([C:49]([F:50])([F:51])[F:52])=[CH:46][N:45]=2)=[O:55])[CH:3]=[CH:4][C:5]=1[F:41])[CH3:40]. The yield is 0.292. (5) The reactants are [Br:1][C:2]1[CH:7]=[CH:6][C:5]([N:8]2[C:12](=[O:13])[NH:11][N:10]=[CH:9]2)=[C:4]([F:14])[CH:3]=1.[H-].[Na+].[C:17](Cl)([C:30]1[CH:35]=[CH:34][CH:33]=[CH:32][CH:31]=1)([C:24]1[CH:29]=[CH:28][CH:27]=[CH:26][CH:25]=1)[C:18]1[CH:23]=[CH:22][CH:21]=[CH:20][CH:19]=1. The catalyst is CN(C)C=O. The product is [Br:1][C:2]1[CH:7]=[CH:6][C:5]([N:8]2[C:12](=[O:13])[N:11]([C:17]([C:18]3[CH:23]=[CH:22][CH:21]=[CH:20][CH:19]=3)([C:30]3[CH:31]=[CH:32][CH:33]=[CH:34][CH:35]=3)[C:24]3[CH:25]=[CH:26][CH:27]=[CH:28][CH:29]=3)[N:10]=[CH:9]2)=[C:4]([F:14])[CH:3]=1. The yield is 0.400. (6) The reactants are [C:1]([C:3]1([C:6]([OH:8])=O)[CH2:5][CH2:4]1)#[N:2].CN(C(ON1N=NC2C=CC=NC1=2)=[N+](C)C)C.F[P-](F)(F)(F)(F)F.CCN(C(C)C)C(C)C.[NH2:42][C:43]1[CH:48]=[CH:47][CH:46]=[C:45]([C:49]2[CH:54]=[CH:53][CH:52]=[CH:51][CH:50]=2)[C:44]=1[C:55]([NH2:57])=[O:56]. The catalyst is C(Cl)Cl. The product is [C:1]([C:3]1([C:6]([NH:42][C:43]2[CH:48]=[CH:47][CH:46]=[C:45]([C:49]3[CH:54]=[CH:53][CH:52]=[CH:51][CH:50]=3)[C:44]=2[C:55]([NH2:57])=[O:56])=[O:8])[CH2:5][CH2:4]1)#[N:2]. The yield is 0.740. (7) The reactants are [C:1]([C:5]1[CH:6]=[C:7]2[C:12](=[C:13]([F:15])[CH:14]=1)[C:11](=[O:16])[N:10]([C:17]1[C:18]([CH2:42][OH:43])=[C:19]([N:23]3[C:27]4=[N:28][C:29]([N:32]5[CH2:37][CH2:36][S:35](=[O:39])(=[O:38])[CH2:34][CH2:33]5)=[CH:30][CH:31]=[C:26]4[C:25]([C:40]#[N:41])=[CH:24]3)[CH:20]=[CH:21][CH:22]=1)[N:9]=[CH:8]2)([CH3:4])([CH3:3])[CH3:2].C([OH:46])C. The catalyst is O. The product is [C:1]([C:5]1[CH:6]=[C:7]2[C:12](=[C:13]([F:15])[CH:14]=1)[C:11](=[O:16])[N:10]([C:17]1[C:18]([CH2:42][OH:43])=[C:19]([N:23]3[C:27]4=[N:28][C:29]([N:32]5[CH2:33][CH2:34][S:35](=[O:38])(=[O:39])[CH2:36][CH2:37]5)=[CH:30][CH:31]=[C:26]4[C:25]([C:40]([NH2:41])=[O:46])=[CH:24]3)[CH:20]=[CH:21][CH:22]=1)[N:9]=[CH:8]2)([CH3:4])([CH3:2])[CH3:3]. The yield is 0.680. (8) The reactants are Cl.C(N=C=NCCCN(C)C)C.ON1C2C=CC=CC=2N=N1.C(N(CC)CC)C.Cl.[CH:31]1([CH2:34][O:35][C:36]2([C:40]3[CH:45]=[CH:44][CH:43]=[CH:42][C:41]=3[CH3:46])[CH2:39][NH:38][CH2:37]2)[CH2:33][CH2:32]1.[C:47]([O:51][C:52]([NH:54][C@H:55]([CH2:59][C:60]1[CH:65]=[CH:64][C:63]([O:66][CH3:67])=[CH:62][CH:61]=1)[C:56](O)=[O:57])=[O:53])([CH3:50])([CH3:49])[CH3:48]. The catalyst is CN(C)C=O.CCCCCCC.C(OCC)(=O)C. The product is [CH:31]1([CH2:34][O:35][C:36]2([C:40]3[CH:45]=[CH:44][CH:43]=[CH:42][C:41]=3[CH3:46])[CH2:37][N:38]([C:56](=[O:57])[C@H:55]([NH:54][C:52](=[O:53])[O:51][C:47]([CH3:48])([CH3:49])[CH3:50])[CH2:59][C:60]3[CH:61]=[CH:62][C:63]([O:66][CH3:67])=[CH:64][CH:65]=3)[CH2:39]2)[CH2:32][CH2:33]1. The yield is 0.410. (9) The reactants are Cl[CH2:2][C:3]([NH:5][C:6]1[S:7][C:8]2[N:9]=[C:10]([NH:15][C:16]3[CH:17]=[C:18]([NH:23][C:24](=[O:36])[C:25]4[CH:30]=[CH:29][CH:28]=[C:27]([C:31]([C:34]#[N:35])([CH3:33])[CH3:32])[CH:26]=4)[CH:19]=[CH:20][C:21]=3[CH3:22])[N:11]=[CH:12][C:13]=2[N:14]=1)=[O:4].CN(C)C=O.C(N(CC)CC)C.[NH:49]1[CH2:54][CH2:53][O:52][CH2:51][CH2:50]1. The catalyst is O1CCCC1.O. The product is [C:34]([C:31]([C:27]1[CH:26]=[C:25]([CH:30]=[CH:29][CH:28]=1)[C:24]([NH:23][C:18]1[CH:19]=[CH:20][C:21]([CH3:22])=[C:16]([NH:15][C:10]2[N:11]=[CH:12][C:13]3[N:14]=[C:6]([NH:5][C:3](=[O:4])[CH2:2][N:49]4[CH2:54][CH2:53][O:52][CH2:51][CH2:50]4)[S:7][C:8]=3[N:9]=2)[CH:17]=1)=[O:36])([CH3:32])[CH3:33])#[N:35]. The yield is 0.780. (10) The reactants are [F:1][C:2]1[CH:8]=[C:7]([F:9])[CH:6]=[CH:5][C:3]=1[NH2:4].C(N(CC)CC)C.[Cl:17][CH2:18][C:19](Cl)=[O:20]. The catalyst is C(Cl)Cl. The product is [Cl:17][CH2:18][C:19]([NH:4][C:3]1[CH:5]=[CH:6][C:7]([F:9])=[CH:8][C:2]=1[F:1])=[O:20]. The yield is 0.840.